This data is from Reaction yield outcomes from USPTO patents with 853,638 reactions. The task is: Predict the reaction yield, written as a fraction of the theoretical maximum amount of product (1.0 means a 100% yield; for example, 0.34 means a 34% yield). (1) The reactants are [Br:1][CH2:2][CH2:3][CH2:4][CH2:5][CH2:6][CH2:7][CH2:8][CH2:9][CH2:10][CH2:11][CH2:12][CH2:13][CH2:14][CH2:15][CH2:16][CH2:17][OH:18].N1C=CN=C1.[Si:24](Cl)([C:27]([CH3:30])([CH3:29])[CH3:28])([CH3:26])[CH3:25].[Cl-].[NH4+]. The catalyst is ClCCl. The product is [Br:1][CH2:2][CH2:3][CH2:4][CH2:5][CH2:6][CH2:7][CH2:8][CH2:9][CH2:10][CH2:11][CH2:12][CH2:13][CH2:14][CH2:15][CH2:16][CH2:17][O:18][Si:24]([C:27]([CH3:30])([CH3:29])[CH3:28])([CH3:26])[CH3:25]. The yield is 0.810. (2) The reactants are [CH:1]([O:4][C:5]1[CH:6]=[C:7]([CH:17]=[C:18]([O:20][C:21]2[CH:26]=[CH:25][CH:24]=[CH:23][CH:22]=2)[CH:19]=1)[C:8]([NH:10][C:11]1[S:12][C:13](Br)=[CH:14][N:15]=1)=[O:9])([CH3:3])[CH3:2].[SH:27][CH2:28][C:29]([O:31][CH3:32])=[O:30]. No catalyst specified. The product is [CH3:32][O:31][C:29](=[O:30])[CH2:28][S:27][C:13]1[S:12][C:11]([NH:10][C:8](=[O:9])[C:7]2[CH:17]=[C:18]([O:20][C:21]3[CH:26]=[CH:25][CH:24]=[CH:23][CH:22]=3)[CH:19]=[C:5]([O:4][CH:1]([CH3:3])[CH3:2])[CH:6]=2)=[N:15][CH:14]=1. The yield is 0.260.